From a dataset of Full USPTO retrosynthesis dataset with 1.9M reactions from patents (1976-2016). Predict the reactants needed to synthesize the given product. (1) Given the product [NH:1]1[C:5]2[CH:6]=[CH:7][CH:8]=[CH:9][C:4]=2[N:3]=[C:2]1[S:10][C:11]1[O:15][C:14]([C:16]([O:18][CH3:19])=[O:17])=[CH:13][CH:12]=1, predict the reactants needed to synthesize it. The reactants are: [NH:1]1[C:5]2[CH:6]=[CH:7][CH:8]=[CH:9][C:4]=2[N:3]=[C:2]1[S:10][C:11]1[O:15][C:14]([C:16]([OH:18])=[O:17])=[CH:13][CH:12]=1.[C:19]([O-])([O-])=O.[K+].[K+].CI. (2) The reactants are: [CH:1]1[C:6](C2C=C[C:10]3[C:13]([O:15][C:16](=[O:17])[C:9]=3C=2)=[O:14])=C[C:4]2C(O[C:21](=O)[C:3]=2[CH:2]=1)=O.C1C2C(OC(=O)C=2C=C2C(OC(=O)C=12)=O)=O.CC([N:42](C)C)=O. Given the product [C:13]([O:15][C:16](=[O:17])[CH3:9])(=[O:14])[CH3:10].[N:42]1[CH:6]=[CH:1][CH:2]=[C:3]([CH3:21])[CH:4]=1, predict the reactants needed to synthesize it.